Dataset: Forward reaction prediction with 1.9M reactions from USPTO patents (1976-2016). Task: Predict the product of the given reaction. (1) The product is: [S:1]1[CH:5]=[CH:4][CH:3]=[C:2]1[S:6][CH2:8][CH2:9][CH2:10][CH2:11][C:12]([OH:14])=[O:13]. Given the reactants [S:1]1[CH:5]=[CH:4][CH:3]=[C:2]1[SH:6].Br[CH2:8][CH2:9][CH2:10][CH2:11][C:12]([OH:14])=[O:13], predict the reaction product. (2) Given the reactants [CH3:1][C:2]1[CH:7]=[C:6]([NH:8][C:9]([C:11]2[CH:16]=[C:15](B3OC(C)(C)C(C)(C)O3)[CH:14]=[C:13]([CH3:26])[N:12]=2)=[O:10])[CH:5]=[CH:4][N:3]=1.Br[C:28]1[CH:33]=[CH:32][N:31]=[C:30]([C:34]#[N:35])[CH:29]=1, predict the reaction product. The product is: [CH3:1][C:2]1[CH:7]=[C:6]([NH:8][C:9]([C:11]2[CH:16]=[C:15]([C:28]3[CH:33]=[CH:32][N:31]=[C:30]([C:34]#[N:35])[CH:29]=3)[CH:14]=[C:13]([CH3:26])[N:12]=2)=[O:10])[CH:5]=[CH:4][N:3]=1. (3) Given the reactants [CH3:1][O:2][C:3]1[CH:4]=[C:5]2[C:10](=[CH:11][C:12]=1[O:13][CH3:14])[N:9]=[CH:8][CH:7]=[C:6]2[O:15][C:16]1[CH:22]=[CH:21][C:19]([NH2:20])=[C:18]([F:23])[CH:17]=1.C(N(CC)CC)C.[Cl:31]C(Cl)(O[C:35](=[O:41])OC(Cl)(Cl)Cl)Cl.[NH2:43][C:44]1[S:45][C:46]([CH3:49])=[CH:47][N:48]=1, predict the reaction product. The product is: [ClH:31].[CH3:1][O:2][C:3]1[CH:4]=[C:5]2[C:10](=[CH:11][C:12]=1[O:13][CH3:14])[N:9]=[CH:8][CH:7]=[C:6]2[O:15][C:16]1[CH:22]=[CH:21][C:19]([NH:20][C:35]([NH:43][C:44]2[S:45][C:46]([CH3:49])=[CH:47][N:48]=2)=[O:41])=[C:18]([F:23])[CH:17]=1. (4) Given the reactants [C:1]([C:3]1[CH:10]=[CH:9][C:6]([CH:7]=O)=[CH:5][CH:4]=1)#[N:2].C(=O)(O)[O-].[Na+].S(O)(O)(=O)=O.[CH3:21][O:22][C:23](=[NH:25])[NH2:24].[CH3:21][O:22][C:23](=[NH:25])[NH2:24].[C:31]([O:37][CH3:38])(=[O:36])[CH2:32][C:33]([CH3:35])=O, predict the reaction product. The product is: [CH3:38][O:37][C:31]([C:32]1[CH:7]([C:6]2[CH:9]=[CH:10][C:3]([C:1]#[N:2])=[CH:4][CH:5]=2)[N:25]=[C:23]([O:22][CH3:21])[NH:24][C:33]=1[CH3:35])=[O:36]. (5) Given the reactants [NH:1]([C:8](OCC1C2C(=CC=CC=2)C2C1=CC=CC=2)=[O:9])[C@H:2]([C:5]([OH:7])=[O:6])[CH2:3][OH:4].[CH3:25][C:26]1[CH:27]=[N:28][CH:29]=[CH:30][C:31]=1[CH:32]=O.[F:34][C:35]([F:47])([F:46])[S:36]([C:39]1[CH:45]=[CH:44][C:42]([NH2:43])=[CH:41][CH:40]=1)(=[O:38])=[O:37], predict the reaction product. The product is: [F:34][C:35]([F:47])([F:46])[C:5]([OH:7])=[O:6].[CH3:5][C@@H:2]1[N:1]([CH2:32][C:31]2[CH:30]=[CH:29][N:28]=[CH:27][C:26]=2[CH3:25])[C:8](=[O:9])[N:43]([C:42]2[CH:44]=[CH:45][C:39]([S:36]([C:35]([F:46])([F:34])[F:47])(=[O:37])=[O:38])=[CH:40][CH:41]=2)[C:3]1=[O:4]. (6) Given the reactants [C:1]([OH:8])(=[O:7])/[CH:2]=[CH:3]\[C:4]([OH:6])=[O:5].[S:9]1[CH:13]=[CH:12][C:11]2[C:14]([N:18]3[CH2:23][CH2:22][N:21]([CH2:24][CH2:25][CH2:26][O:27][C:28]4[CH:37]=[C:36]5[C:31]([CH2:32][CH2:33][N:34]([CH3:39])[C:35]5=[O:38])=[CH:30][CH:29]=4)[CH2:20][CH2:19]3)=[CH:15][CH:16]=[CH:17][C:10]1=2, predict the reaction product. The product is: [C:1]([OH:8])(=[O:7])/[CH:2]=[CH:3]\[C:4]([OH:6])=[O:5].[S:9]1[CH:13]=[CH:12][C:11]2[C:14]([N:18]3[CH2:19][CH2:20][N:21]([CH2:24][CH2:25][CH2:26][O:27][C:28]4[CH:37]=[C:36]5[C:31]([CH2:32][CH2:33][N:34]([CH3:39])[C:35]5=[O:38])=[CH:30][CH:29]=4)[CH2:22][CH2:23]3)=[CH:15][CH:16]=[CH:17][C:10]1=2.